Dataset: Forward reaction prediction with 1.9M reactions from USPTO patents (1976-2016). Task: Predict the product of the given reaction. (1) Given the reactants [I:1][C:2]1[CH:9]=[CH:8][CH:7]=[CH:6][C:3]=1[CH2:4]Br.[Br:10][C:11]1[CH:16]=[CH:15][C:14]([F:17])=[CH:13][C:12]=1[OH:18].C(=O)([O-])[O-].[K+].[K+].O, predict the reaction product. The product is: [Br:10][C:11]1[CH:16]=[CH:15][C:14]([F:17])=[CH:13][C:12]=1[O:18][CH2:4][C:3]1[CH:6]=[CH:7][CH:8]=[CH:9][C:2]=1[I:1]. (2) Given the reactants ClC(N(C)C)=C(C)C.[F:9][C:10]1[C:11]([O:42][CH3:43])=[N:12][C:13]([N:17]2[CH2:21][CH:20]([CH2:22]O)[C:19]([NH:30][C:31]([NH:33][C:34](=[O:41])[C:35]3[CH:40]=[CH:39][CH:38]=[CH:37][CH:36]=3)=[S:32])([C:24]3[CH:29]=[N:28][CH:27]=[CH:26][N:25]=3)[CH2:18]2)=[N:14][C:15]=1[CH3:16].C(=O)(O)[O-].[Na+], predict the reaction product. The product is: [F:9][C:10]1[C:11]([O:42][CH3:43])=[N:12][C:13]([N:17]2[CH2:21][CH:20]3[C:19]([C:24]4[CH:29]=[N:28][CH:27]=[CH:26][N:25]=4)([N:30]=[C:31]([NH:33][C:34](=[O:41])[C:35]4[CH:36]=[CH:37][CH:38]=[CH:39][CH:40]=4)[S:32][CH2:22]3)[CH2:18]2)=[N:14][C:15]=1[CH3:16]. (3) Given the reactants Cl[C:2]1[C:7]([C:8]#[N:9])=[CH:6][N:5]=[C:4]([S:10][CH3:11])[N:3]=1.[S:12]1[C:16]2=[N:17][CH:18]=[CH:19][CH:20]=[C:15]2[C:14]([NH2:21])=[CH:13]1.CCN(C(C)C)C(C)C, predict the reaction product. The product is: [CH3:11][S:10][C:4]1[N:3]=[C:2]([NH:21][C:14]2[C:15]3[C:16](=[N:17][CH:18]=[CH:19][CH:20]=3)[S:12][CH:13]=2)[C:7]([C:8]#[N:9])=[CH:6][N:5]=1.